From a dataset of Forward reaction prediction with 1.9M reactions from USPTO patents (1976-2016). Predict the product of the given reaction. (1) Given the reactants [Cl:1][C:2]1[N:3]=[N:4][C:5]([C:8]2[CH:13]=[CH:12][CH:11]=[CH:10][CH:9]=2)=[CH:6][CH:7]=1.[N+:14]([O-])([OH:16])=[O:15].[OH-].[Na+], predict the reaction product. The product is: [Cl:1][C:2]1[N:3]=[N:4][C:5]([C:8]2[CH:13]=[CH:12][CH:11]=[CH:10][C:9]=2[N+:14]([O-:16])=[O:15])=[CH:6][CH:7]=1. (2) Given the reactants Br[C:2]1[CH:3]=[CH:4][CH:5]=[C:6]2[C:11]=1[N:10]=[C:9]([C:12]([F:21])([F:20])[C:13]1[CH:18]=[CH:17][C:16]([F:19])=[CH:15][N:14]=1)[N:8]=[C:7]2[S:22][CH3:23].[CH2:24]([Sn](CC)(CC)CC)[CH3:25].[Li+].[Cl-], predict the reaction product. The product is: [F:20][C:12]([F:21])([C:13]1[CH:18]=[CH:17][C:16]([F:19])=[CH:15][N:14]=1)[C:9]1[N:8]=[C:7]([S:22][CH3:23])[C:6]2[C:11](=[C:2]([CH2:24][CH3:25])[CH:3]=[CH:4][CH:5]=2)[N:10]=1. (3) Given the reactants C(OC(=O)[NH:7][C:8]1[CH:13]=[CH:12][C:11]([CH2:14][NH:15][C:16]([C:18]2[C:19]3[CH:20]=[N:21][N:22]([C:27]4[CH:32]=[CH:31][C:30]([F:33])=[CH:29][CH:28]=4)[C:23]=3[CH:24]=[CH:25][CH:26]=2)=[O:17])=[CH:10][N:9]=1)(C)(C)C.NCC1C=CC(NC(=O)OC(C)(C)C)=NC=1.Cl.O1CCOCC1, predict the reaction product. The product is: [NH2:7][C:8]1[N:9]=[CH:10][C:11]([CH2:14][NH:15][C:16]([C:18]2[C:19]3[CH:20]=[N:21][N:22]([C:27]4[CH:28]=[CH:29][C:30]([F:33])=[CH:31][CH:32]=4)[C:23]=3[CH:24]=[CH:25][CH:26]=2)=[O:17])=[CH:12][CH:13]=1.